Dataset: Full USPTO retrosynthesis dataset with 1.9M reactions from patents (1976-2016). Task: Predict the reactants needed to synthesize the given product. Given the product [N:4]1[CH:5]=[CH:6][CH:7]=[CH:8][C:3]=1[N:1]1[C:14]([NH2:15])=[CH:13][CH:12]=[N:2]1, predict the reactants needed to synthesize it. The reactants are: [NH:1]([C:3]1[CH:8]=[CH:7][CH:6]=[CH:5][N:4]=1)[NH2:2].C(O[CH:12]=[CH:13][C:14]#[N:15])C.